This data is from Full USPTO retrosynthesis dataset with 1.9M reactions from patents (1976-2016). The task is: Predict the reactants needed to synthesize the given product. The reactants are: Cl[C:2]1[C:11]([CH3:12])=[N:10][C:9]2[C:4](=[CH:5][CH:6]=[C:7]([F:14])[C:8]=2[F:13])[N:3]=1.[CH3:15][O:16][C:17]([C:20]1[C:25]([OH:26])=[CH:24][CH:23]=[CH:22][N:21]=1)([CH3:19])[CH3:18].C(=O)([O-])[O-].[K+].[K+]. Given the product [F:13][C:8]1[C:7]([F:14])=[CH:6][CH:5]=[C:4]2[C:9]=1[N:10]=[C:11]([CH3:12])[C:2]([O:26][C:25]1[C:20]([C:17]([O:16][CH3:15])([CH3:18])[CH3:19])=[N:21][CH:22]=[CH:23][CH:24]=1)=[N:3]2, predict the reactants needed to synthesize it.